This data is from Forward reaction prediction with 1.9M reactions from USPTO patents (1976-2016). The task is: Predict the product of the given reaction. Given the reactants [Cl:1][C:2]1[CH:7]=[C:6]([N+:8]([O-:10])=[O:9])[CH:5]=[CH:4][C:3]=1[C:11]1[O:12][C:13]2[C:18]([C:19](=[O:21])[CH:20]=1)=[C:17]([OH:22])[CH:16]=[C:15]([OH:23])[C:14]=2[C@@H:24]1[CH2:28][CH2:27][N:26]([CH3:29])[C@H:25]1[CH2:30][OH:31].Cl, predict the reaction product. The product is: [ClH:1].[Cl:1][C:2]1[CH:7]=[C:6]([N+:8]([O-:10])=[O:9])[CH:5]=[CH:4][C:3]=1[C:11]1[O:12][C:13]2[C:18]([C:19](=[O:21])[CH:20]=1)=[C:17]([OH:22])[CH:16]=[C:15]([OH:23])[C:14]=2[C@@H:24]1[CH2:28][CH2:27][N:26]([CH3:29])[C@H:25]1[CH2:30][OH:31].